This data is from Reaction yield outcomes from USPTO patents with 853,638 reactions. The task is: Predict the reaction yield, written as a fraction of the theoretical maximum amount of product (1.0 means a 100% yield; for example, 0.34 means a 34% yield). (1) The reactants are C[O:2][C:3]1[CH:4]=[CH:5][C:6]2[C:18](=[O:19])[C:17]3[C:16]4[N:15]=[CH:14][CH:13]=[CH:12][C:11]=4[O:10][C:9]=3[C:8]([CH3:21])([CH3:20])[C:7]=2[CH:22]=1.Cl.N1C=CC=CC=1.C(=O)(O)[O-].[Na+]. The catalyst is O. The product is [OH:2][C:3]1[CH:4]=[CH:5][C:6]2[C:18](=[O:19])[C:17]3[C:16]4[N:15]=[CH:14][CH:13]=[CH:12][C:11]=4[O:10][C:9]=3[C:8]([CH3:20])([CH3:21])[C:7]=2[CH:22]=1. The yield is 0.540. (2) The reactants are CC1(C)C(C)(C)OB([C:9]2[CH:18]=[C:17]3[C:12]([CH:13]=[N:14][CH:15]=[N:16]3)=[CH:11][CH:10]=2)O1.Br[C:21]1[CH:26]=[CH:25][C:24]([S:27]([N:30]2[CH2:44][CH2:43][C:33]3([O:38][CH2:37][C:36](=[O:39])[N:35]([CH:40]4[CH2:42][CH2:41]4)[CH2:34]3)[CH2:32][CH2:31]2)(=[O:29])=[O:28])=[CH:23][CH:22]=1. No catalyst specified. The product is [CH:40]1([N:35]2[CH2:34][C:33]3([CH2:43][CH2:44][N:30]([S:27]([C:24]4[CH:23]=[CH:22][C:21]([C:9]5[CH:18]=[C:17]6[C:12]([CH:13]=[N:14][CH:15]=[N:16]6)=[CH:11][CH:10]=5)=[CH:26][CH:25]=4)(=[O:28])=[O:29])[CH2:31][CH2:32]3)[O:38][CH2:37][C:36]2=[O:39])[CH2:41][CH2:42]1. The yield is 0.390. (3) The reactants are [CH3:1][NH:2][C:3]([C:5]1[C:6]2[CH2:7][CH2:8][C:9]3([NH:18][C:19]=2[C:20]2[N:25]=[C:24]([CH3:26])[N:23]([CH3:27])[C:21]=2[CH:22]=1)[CH2:17][C:16]1[C:11](=[CH:12][CH:13]=[CH:14][CH:15]=1)[CH2:10]3)=[O:4].[CH3:28][S:29]([OH:32])(=[O:31])=[O:30]. The catalyst is CO. The product is [CH3:28][S:29]([OH:32])(=[O:31])=[O:30].[CH3:1][NH:2][C:3]([C:5]1[C:6]2[CH2:7][CH2:8][C:9]3([NH:18][C:19]=2[C:20]2[N:25]=[C:24]([CH3:26])[N:23]([CH3:27])[C:21]=2[CH:22]=1)[CH2:17][C:16]1[C:11](=[CH:12][CH:13]=[CH:14][CH:15]=1)[CH2:10]3)=[O:4]. The yield is 0.650. (4) The reactants are [N:1]1[CH:6]=[CH:5][C:4]([N:7]2[CH2:15][CH2:14][CH:10]([C:11]([OH:13])=O)[CH2:9][CH2:8]2)=[CH:3][CH:2]=1.S(Cl)(Cl)=O.[NH2:20][C:21]1[CH:37]=[CH:36][CH:35]=[CH:34][C:22]=1[C:23]([NH:25][C:26]1[CH:31]=[CH:30][C:29]([O:32][CH3:33])=[CH:28][CH:27]=1)=[O:24].N1C=CC=CC=1. The catalyst is ClCCl. The product is [CH3:33][O:32][C:29]1[CH:28]=[CH:27][C:26]([NH:25][C:23](=[O:24])[C:22]2[CH:34]=[CH:35][CH:36]=[CH:37][C:21]=2[NH:20][C:11]([CH:10]2[CH2:9][CH2:8][N:7]([C:4]3[CH:3]=[CH:2][N:1]=[CH:6][CH:5]=3)[CH2:15][CH2:14]2)=[O:13])=[CH:31][CH:30]=1. The yield is 0.300.